Dataset: Full USPTO retrosynthesis dataset with 1.9M reactions from patents (1976-2016). Task: Predict the reactants needed to synthesize the given product. (1) Given the product [F:38][C:32]1[C:33]([F:37])=[CH:34][CH:35]=[CH:36][C:31]=1[C:29]1[N:30]=[C:25]2[CH:24]=[N:23][N:22]([CH2:21][C:18]3[N:19]=[N:20][C:15]([C:6]4[CH:7]=[CH:8][C:3]([C:2]([F:13])([F:12])[F:1])=[CH:4][CH:5]=4)=[CH:16][CH:17]=3)[CH:27]=[C:26]2[N:28]=1, predict the reactants needed to synthesize it. The reactants are: [F:1][C:2]([F:13])([F:12])[C:3]1[CH:8]=[CH:7][C:6](B(O)O)=[CH:5][CH:4]=1.Cl[C:15]1[N:20]=[N:19][C:18]([CH2:21][N:22]2[CH:27]=[C:26]3[N:28]=[C:29]([C:31]4[CH:36]=[CH:35][CH:34]=[C:33]([F:37])[C:32]=4[F:38])[N:30]=[C:25]3[CH:24]=[N:23]2)=[CH:17][CH:16]=1. (2) The reactants are: F[P-](F)(F)(F)(F)F.N1(O[P+](N(C)C)(N(C)C)N(C)C)C2C=CC=CC=2N=N1.C(=O)([O-])[O-].[Cs+].[Cs+].[Cl:34][C:35]1[S:39][C:38]([C:40]2[NH:49][C:48](=[O:50])[C:47]3[CH2:46][C:45]([F:52])([F:51])[CH2:44][CH2:43][C:42]=3[N:41]=2)=[CH:37][CH:36]=1.[CH3:53][O:54][C:55](=[O:64])[CH2:56][C:57]1[CH:62]=[CH:61][C:60](O)=[CH:59][CH:58]=1. Given the product [CH3:53][O:54][C:55](=[O:64])[CH2:56][C:57]1[CH:58]=[CH:59][C:60]([O:50][C:48]2[C:47]3[CH2:46][C:45]([F:51])([F:52])[CH2:44][CH2:43][C:42]=3[N:41]=[C:40]([C:38]3[S:39][C:35]([Cl:34])=[CH:36][CH:37]=3)[N:49]=2)=[CH:61][CH:62]=1, predict the reactants needed to synthesize it. (3) Given the product [Cl:41][CH2:40][CH2:39][CH2:38][CH2:37][CH2:36][CH2:35][O:21][C:14]1[C:15]([O:19][CH3:20])=[CH:16][CH:17]=[C:18]2[C:13]=1[NH:12][C:11](=[O:22])[CH:10]=[C:9]2[NH:8][C:7]1[C:6]([Cl:23])=[CH:5][N:4]=[CH:3][C:2]=1[Cl:1], predict the reactants needed to synthesize it. The reactants are: [Cl:1][C:2]1[CH:3]=[N:4][CH:5]=[C:6]([Cl:23])[C:7]=1[NH:8][C:9]1[C:18]2[C:13](=[C:14]([OH:21])[C:15]([O:19][CH3:20])=[CH:16][CH:17]=2)[NH:12][C:11](=[O:22])[CH:10]=1.C(=O)([O-])[O-].[Cs+].[Cs+].CS(C)=O.Br[CH2:35][CH2:36][CH2:37][CH2:38][CH2:39][CH2:40][Cl:41]. (4) Given the product [Cl:1][C:2]1[CH:3]=[CH:4][C:5]([S:8][C:9]2[O:13][C:12]([C:14]3[CH:19]=[CH:18][C:17]([F:20])=[CH:16][CH:15]=3)=[N:11][C:10]=2[CH:21]([OH:22])[CH3:23])=[N:6][CH:7]=1, predict the reactants needed to synthesize it. The reactants are: [Cl:1][C:2]1[CH:3]=[CH:4][C:5]([S:8][C:9]2[O:13][C:12]([C:14]3[CH:19]=[CH:18][C:17]([F:20])=[CH:16][CH:15]=3)=[N:11][C:10]=2[CH:21]=[O:22])=[N:6][CH:7]=1.[CH3:23][Mg]Br.[NH4+].[Cl-].